From a dataset of Full USPTO retrosynthesis dataset with 1.9M reactions from patents (1976-2016). Predict the reactants needed to synthesize the given product. Given the product [CH3:1][C:2]1([CH3:14])[C:6]([CH3:7])([CH3:8])[O:5][B:4]([C:9]2[CH:13]=[N:12][N:11]([CH:27]3[CH2:32][CH2:31][N:30]([C:33]([O:35][C:36]([CH3:39])([CH3:38])[CH3:37])=[O:34])[CH2:29][CH2:28]3)[CH:10]=2)[O:3]1, predict the reactants needed to synthesize it. The reactants are: [CH3:1][C:2]1([CH3:14])[C:6]([CH3:8])([CH3:7])[O:5][B:4]([C:9]2[CH:10]=[N:11][NH:12][CH:13]=2)[O:3]1.CN(C=O)C.[H-].[Na+].CS(O[CH:27]1[CH2:32][CH2:31][N:30]([C:33]([O:35][C:36]([CH3:39])([CH3:38])[CH3:37])=[O:34])[CH2:29][CH2:28]1)(=O)=O.